This data is from Full USPTO retrosynthesis dataset with 1.9M reactions from patents (1976-2016). The task is: Predict the reactants needed to synthesize the given product. (1) Given the product [Cl:1][C:2]1[CH:10]=[CH:9][C:8]2[N:7]([CH2:19][CH2:18][C:20]3[CH:21]=[N:22][CH:23]=[N:24][CH:25]=3)[C:6]3[CH2:11][CH2:12][N:13]([CH3:15])[CH2:14][C:5]=3[C:4]=2[CH:3]=1, predict the reactants needed to synthesize it. The reactants are: [Cl:1][C:2]1[CH:10]=[CH:9][C:8]2[NH:7][C:6]3[CH2:11][CH2:12][N:13]([CH3:15])[CH2:14][C:5]=3[C:4]=2[CH:3]=1.[OH-].[K+].[CH:18]([C:20]1[CH:21]=[N:22][CH:23]=[N:24][CH:25]=1)=[CH2:19]. (2) Given the product [C:6]([O:10][C:11]([N:13]1[CH:22]([CH2:23][N:24]([CH:25]([C:34]([O:36][CH3:37])=[O:35])[CH2:26][C:27]2[CH:32]=[CH:31][C:30]([Cl:33])=[CH:29][CH:28]=2)[CH2:4][CH2:3][O:2][CH3:1])[CH2:21][C:20]2[C:15](=[CH:16][CH:17]=[CH:18][CH:19]=2)[CH2:14]1)=[O:12])([CH3:8])([CH3:9])[CH3:7], predict the reactants needed to synthesize it. The reactants are: [CH3:1][O:2][CH2:3][CH:4]=O.[C:6]([O:10][C:11]([N:13]1[CH:22]([CH2:23][NH:24][CH:25]([C:34]([O:36][CH3:37])=[O:35])[CH2:26][C:27]2[CH:32]=[CH:31][C:30]([Cl:33])=[CH:29][CH:28]=2)[CH2:21][C:20]2[C:15](=[CH:16][CH:17]=[CH:18][CH:19]=2)[CH2:14]1)=[O:12])([CH3:9])([CH3:8])[CH3:7].C(O[BH-](OC(=O)C)OC(=O)C)(=O)C.[Na+].C(=O)C. (3) Given the product [NH2:7][C@H:8]1[CH2:13][CH2:12][C@H:11]([CH2:14][NH:15][C:16]2[C:21]([N+:22]([O-:24])=[O:23])=[CH:20][N:19]=[C:18]([NH:25][CH2:26][C:27]3[C:28](=[O:33])[NH:29][CH:30]=[CH:31][CH:32]=3)[N:17]=2)[CH2:10][CH2:9]1, predict the reactants needed to synthesize it. The reactants are: C(OC(=O)[NH:7][C@H:8]1[CH2:13][CH2:12][C@H:11]([CH2:14][NH:15][C:16]2[C:21]([N+:22]([O-:24])=[O:23])=[CH:20][N:19]=[C:18]([NH:25][CH2:26][C:27]3[C:28]([O:33]C)=[N:29][CH:30]=[CH:31][CH:32]=3)[N:17]=2)[CH2:10][CH2:9]1)(C)(C)C.Cl. (4) Given the product [Cl:42][C:43]1[C:48]([Cl:49])=[CH:47][CH:46]=[CH:45][C:44]=1[S:50]([O:1][C:2]1[CH:10]=[CH:9][C:8]([C:11]2[N:12]([C:27]([O:29][C:30]([CH3:31])([CH3:33])[CH3:32])=[O:28])[C:13]3[C:18]([CH:19]=2)=[CH:17][C:16]([CH2:20][N:21]2[CH2:26][CH2:25][CH2:24][CH2:23][CH2:22]2)=[CH:15][CH:14]=3)=[C:7]2[C:3]=1[CH2:4][NH:5][C:6]2=[O:34])(=[O:52])=[O:51], predict the reactants needed to synthesize it. The reactants are: [OH:1][C:2]1[CH:10]=[CH:9][C:8]([C:11]2[N:12]([C:27]([O:29][C:30]([CH3:33])([CH3:32])[CH3:31])=[O:28])[C:13]3[C:18]([CH:19]=2)=[CH:17][C:16]([CH2:20][N:21]2[CH2:26][CH2:25][CH2:24][CH2:23][CH2:22]2)=[CH:15][CH:14]=3)=[C:7]2[C:3]=1[CH2:4][NH:5][C:6]2=[O:34].C(N(CC)CC)C.[Cl:42][C:43]1[C:48]([Cl:49])=[CH:47][CH:46]=[CH:45][C:44]=1[S:50](Cl)(=[O:52])=[O:51]. (5) Given the product [CH3:1][CH:2]([CH3:34])[C:3]([NH:5][C:6]1[CH:11]=[CH:10][CH:9]=[C:8]([CH:12]2[CH2:17][CH2:16][N:15]([CH2:18][CH2:19][CH2:20][C:21]3[C:41]4[C:40](=[CH:39][CH:38]=[C:37]([CH3:36])[CH:42]=4)[NH:43][C:22]=3[C:23]3[CH:28]=[CH:27][C:26]([C:29]([F:32])([F:31])[F:30])=[CH:25][CH:24]=3)[CH2:14][CH2:13]2)[CH:7]=1)=[O:4], predict the reactants needed to synthesize it. The reactants are: [CH3:1][CH:2]([CH3:34])[C:3]([NH:5][C:6]1[CH:11]=[CH:10][CH:9]=[C:8]([CH:12]2[CH2:17][CH2:16][N:15]([CH2:18][CH2:19][CH2:20][CH2:21][C:22](=O)[C:23]3[CH:28]=[CH:27][C:26]([C:29]([F:32])([F:31])[F:30])=[CH:25][CH:24]=3)[CH2:14][CH2:13]2)[CH:7]=1)=[O:4].Cl.[CH3:36][C:37]1[CH:42]=[CH:41][C:40]([NH:43]N)=[CH:39][CH:38]=1. (6) Given the product [Br:25][C:26]1[CH:27]=[C:28]([C:29]2[O:1][N:2]=[C:3]([C:5]3[CH:13]=[CH:12][C:11]4[N:10]5[CH2:14][CH2:15][CH:16]([CH2:17][C:18]([OH:20])=[O:19])[C:9]5=[CH:8][C:7]=4[CH:6]=3)[N:4]=2)[CH:32]=[C:33]([O:35][C:36]([F:37])([F:38])[F:39])[CH:34]=1, predict the reactants needed to synthesize it. The reactants are: [OH:1][N:2]=[C:3]([C:5]1[CH:13]=[CH:12][C:11]2[N:10]3[CH2:14][CH2:15][CH:16]([CH2:17][C:18]([O:20]C(C)(C)C)=[O:19])[C:9]3=[CH:8][C:7]=2[CH:6]=1)[NH2:4].[Br:25][C:26]1[CH:27]=[C:28]([CH:32]=[C:33]([O:35][C:36]([F:39])([F:38])[F:37])[CH:34]=1)[C:29](Cl)=O. (7) The reactants are: [N:1]1([C:6]2[CH:27]=[CH:26][C:9]([CH2:10][C:11]3[C:12]([CH:23]4[CH2:25][CH2:24]4)=[CH:13][C:14]([CH:21]=C)=[C:15]([CH:20]=3)[C:16]([O:18][CH3:19])=[O:17])=[CH:8][CH:7]=2)[CH:5]=[CH:4][CH:3]=[N:2]1.CC(C)=[O:30].C(#N)C.I([O-])(=O)(=O)=O.[Na+]. Given the product [N:1]1([C:6]2[CH:27]=[CH:26][C:9]([CH2:10][C:11]3[C:12]([CH:23]4[CH2:24][CH2:25]4)=[CH:13][C:14]([CH:21]=[O:30])=[C:15]([CH:20]=3)[C:16]([O:18][CH3:19])=[O:17])=[CH:8][CH:7]=2)[CH:5]=[CH:4][CH:3]=[N:2]1, predict the reactants needed to synthesize it. (8) Given the product [CH3:23][CH:22]([CH3:24])[CH2:21][CH:17]([N:3]1[C:4]2[C:9](=[CH:8][C:7]([O:12][C:13]([F:16])([F:14])[F:15])=[CH:6][CH:5]=2)[CH2:10][C:2]1=[O:1])[C:18]([OH:20])=[O:19], predict the reactants needed to synthesize it. The reactants are: [O:1]=[C:2]1[C:10](=O)[C:9]2[C:4](=[CH:5][CH:6]=[C:7]([O:12][C:13]([F:16])([F:15])[F:14])[CH:8]=2)[N:3]1[CH:17]([CH2:21][CH:22]([CH3:24])[CH3:23])[C:18]([OH:20])=[O:19].O.NN. (9) Given the product [Cl-:5].[Cl:41][C:39]1[CH:38]=[CH:37][C:13]2[N:14]([C:18](=[O:36])[C:19]3[CH:24]=[CH:23][C:22]([NH:25][C:26](=[O:34])[C:27]4[CH:32]=[CH:31][CH:30]=[CH:29][C:28]=4[CH3:33])=[CH:21][C:20]=3[CH3:35])[CH2:15][CH2:16][CH2:17][CH:11]([O:10][C:9]([NH:8][CH2:7][CH2:6][N+:2]([CH3:4])([CH3:3])[CH3:1])=[O:42])[C:12]=2[CH:40]=1, predict the reactants needed to synthesize it. The reactants are: [CH3:1][N:2]([CH3:4])[CH3:3].[Cl:5][CH2:6][CH2:7][NH:8][C:9](=[O:42])[O:10][CH:11]1[CH2:17][CH2:16][CH2:15][N:14]([C:18](=[O:36])[C:19]2[CH:24]=[CH:23][C:22]([NH:25][C:26](=[O:34])[C:27]3[CH:32]=[CH:31][CH:30]=[CH:29][C:28]=3[CH3:33])=[CH:21][C:20]=2[CH3:35])[C:13]2[CH:37]=[CH:38][C:39]([Cl:41])=[CH:40][C:12]1=2. (10) Given the product [CH:1]([N:14]1[CH2:17][C:16]2([CH2:19][NH:20][C:21](=[O:24])[CH2:22][O:18]2)[CH2:15]1)([C:8]1[CH:13]=[CH:12][CH:11]=[CH:10][CH:9]=1)[C:2]1[CH:7]=[CH:6][CH:5]=[CH:4][CH:3]=1, predict the reactants needed to synthesize it. The reactants are: [CH:1]([N:14]1[CH2:17][C:16]([CH2:19][NH:20][C:21](=[O:24])[CH2:22]Cl)([OH:18])[CH2:15]1)([C:8]1[CH:13]=[CH:12][CH:11]=[CH:10][CH:9]=1)[C:2]1[CH:7]=[CH:6][CH:5]=[CH:4][CH:3]=1.CC(C)([O-])C.[K+].